This data is from Forward reaction prediction with 1.9M reactions from USPTO patents (1976-2016). The task is: Predict the product of the given reaction. (1) Given the reactants Br[C:2]1[CH:3]=[C:4]([C:10]2[CH:15]=[CH:14][C:13]([Cl:16])=[CH:12][C:11]=2[F:17])[CH:5]=[CH:6][C:7]=1[CH2:8][CH3:9].[CH3:18][C:19]1([CH3:28])[CH:24]2[CH2:25][CH:20]1[C:21](=[O:27])[CH2:22][C:23]2=[O:26].P([O-])([O-])([O-])=O.[K+].[K+].[K+], predict the reaction product. The product is: [Cl:16][C:13]1[CH:14]=[CH:15][C:10]([C:4]2[CH:5]=[CH:6][C:7]([CH2:8][CH3:9])=[C:2]([CH:22]3[C:21](=[O:27])[CH:20]4[CH2:25][CH:24]([C:19]4([CH3:18])[CH3:28])[C:23]3=[O:26])[CH:3]=2)=[C:11]([F:17])[CH:12]=1. (2) Given the reactants [Cl:1][C:2]1[C:3](=[O:27])[N:4]([C:10]2[CH:15]=[C:14]([C:16]3[CH:21]=[CH:20][N:19]=[C:18]([C:22]([OH:25])([CH3:24])[CH3:23])[N:17]=3)[CH:13]=[CH:12][C:11]=2[CH3:26])[C:5]([CH3:9])=[N:6][C:7]=1[OH:8].Cl[CH2:29][C:30]1[N:31]=[C:32]([CH3:35])[O:33][CH:34]=1.C(=O)([O-])[O-].[K+].[K+].C1OCCOCCOCCOCCOCCOC1, predict the reaction product. The product is: [Cl:1][C:2]1[C:3](=[O:27])[N:4]([C:10]2[CH:15]=[C:14]([C:16]3[CH:21]=[CH:20][N:19]=[C:18]([C:22]([OH:25])([CH3:23])[CH3:24])[N:17]=3)[CH:13]=[CH:12][C:11]=2[CH3:26])[C:5]([CH3:9])=[N:6][C:7]=1[O:8][CH2:29][C:30]1[N:31]=[C:32]([CH3:35])[O:33][CH:34]=1. (3) Given the reactants [Cl:1][C:2]1[CH:9]=[C:8](F)[CH:7]=[CH:6][C:3]=1[C:4]#[N:5].[NH2:11][C@H:12]([C:16]([OH:18])=[O:17])[CH2:13][CH2:14][CH3:15].C(=O)([O-])[O-].[Cs+].[Cs+].C(OCC)(=O)C, predict the reaction product. The product is: [Cl:1][C:2]1[CH:9]=[C:8]([NH:11][C@H:12]([C:16]([OH:18])=[O:17])[CH2:13][CH2:14][CH3:15])[CH:7]=[CH:6][C:3]=1[C:4]#[N:5]. (4) The product is: [S:13]1[CH:14]=[CH:15][CH:16]=[C:12]1[S:9]([NH:8][CH2:7][P:3](=[O:2])([OH:4])[OH:6])(=[O:10])=[O:11]. Given the reactants C[O:2][P:3]([CH2:7][NH:8][S:9]([C:12]1[S:13][CH:14]=[CH:15][CH:16]=1)(=[O:11])=[O:10])(=[O:6])[O:4]C.Br[Si](C)(C)C, predict the reaction product. (5) The product is: [C:41]([O:45][C:46](=[O:47])[NH:22][CH:20]([CH3:21])[CH2:19][C:15]1[CH:16]=[CH:17][CH:18]=[C:13]([Br:12])[CH:14]=1)([CH3:44])([CH3:43])[CH3:42]. Given the reactants [H-].[Al+3].[Li+].[H-].[H-].[H-].S(=O)(=O)(O)O.[Br:12][C:13]1[CH:18]=[CH:17][CH:16]=[C:15]([CH:19]=[C:20]([N+:22]([O-])=O)[CH3:21])[CH:14]=1.O.O.O.O.C(C(C(C([O-])=O)O)O)([O-])=O.[Na+].[K+].[C:41]([O:45][C:46](O[C:46]([O:45][C:41]([CH3:44])([CH3:43])[CH3:42])=[O:47])=[O:47])([CH3:44])([CH3:43])[CH3:42], predict the reaction product.